Dataset: Forward reaction prediction with 1.9M reactions from USPTO patents (1976-2016). Task: Predict the product of the given reaction. (1) Given the reactants [CH2:1]([O:8][C:9]1[CH:18]=[C:17]2[C:12]([C:13](=O)[NH:14][C:15](=[O:19])[NH:16]2)=[CH:11][C:10]=1[Br:21])[C:2]1[CH:7]=[CH:6][CH:5]=[CH:4][CH:3]=1.[C:22]([O-:25])([O-])=O.[K+].[K+].[CH3:28]I, predict the reaction product. The product is: [CH2:1]([O:8][C:9]1[CH:18]=[C:17]2[C:12]([C:22](=[O:25])[N:14]([CH3:13])[C:15](=[O:19])[N:16]2[CH3:28])=[CH:11][C:10]=1[Br:21])[C:2]1[CH:7]=[CH:6][CH:5]=[CH:4][CH:3]=1. (2) Given the reactants CN(C(ON1N=NC2C=CC=NC1=2)=[N+](C)C)C.F[P-](F)(F)(F)(F)F.[NH2:25][CH2:26][C:27]1[C:28]([F:44])=[C:29]([O:34][C:35]2[CH:36]=[C:37]([CH:40]=[C:41]([Cl:43])[CH:42]=2)[C:38]#[N:39])[C:30]([Cl:33])=[CH:31][CH:32]=1.[CH3:45][S:46][CH2:47][CH2:48][CH2:49][O:50][C:51]1[CH:52]=[C:53]2[C:57](=[CH:58][CH:59]=1)[NH:56][C:55]([C:60](O)=[O:61])=[CH:54]2.CCN(C(C)C)C(C)C, predict the reaction product. The product is: [Cl:33][C:30]1[CH:31]=[CH:32][C:27]([CH2:26][NH:25][C:60]([C:55]2[NH:56][C:57]3[C:53]([CH:54]=2)=[CH:52][C:51]([O:50][CH2:49][CH2:48][CH2:47][S:46][CH3:45])=[CH:59][CH:58]=3)=[O:61])=[C:28]([F:44])[C:29]=1[O:34][C:35]1[CH:36]=[C:37]([C:38]#[N:39])[CH:40]=[C:41]([Cl:43])[CH:42]=1.